From a dataset of Full USPTO retrosynthesis dataset with 1.9M reactions from patents (1976-2016). Predict the reactants needed to synthesize the given product. (1) Given the product [OH:1][C:2]1[CH:3]=[C:4]2[C:9](=[CH:10][CH:11]=1)[CH:8]=[C:7]([CH:12]1[CH2:17][CH2:16][N:15]([C:18]([O:20][C:21]([CH3:24])([CH3:23])[CH3:22])=[O:19])[CH2:14][CH2:13]1)[CH:6]=[CH:5]2, predict the reactants needed to synthesize it. The reactants are: [OH:1][C:2]1[CH:3]=[C:4]2[C:9](=[CH:10][CH:11]=1)[CH:8]=[C:7]([C:12]1[CH2:13][CH2:14][N:15]([C:18]([O:20][C:21]([CH3:24])([CH3:23])[CH3:22])=[O:19])[CH2:16][CH:17]=1)[CH:6]=[CH:5]2.C(O)C. (2) Given the product [CH2:1]([O:3][C:4](=[O:11])[CH2:5][CH:6]([O:10][CH3:12])[CH2:7][C:8]#[N:9])[CH3:2], predict the reactants needed to synthesize it. The reactants are: [CH2:1]([O:3][C:4](=[O:11])[CH2:5][C@H:6]([OH:10])[CH2:7][C:8]#[N:9])[CH3:2].[CH3:12]C(=O)OCC. (3) Given the product [F:18][C:17]([F:19])([F:20])[C:16]([F:25])([C:21]([F:22])([F:23])[F:24])[CH2:15][CH2:14][CH2:13][CH2:12][CH2:11][CH2:10][S:1][C:2]#[N:3], predict the reactants needed to synthesize it. The reactants are: [S-:1][C:2]#[N:3].[K+].C(O)(=O)C.Br[CH2:10][CH2:11][CH2:12][CH2:13][CH2:14][CH2:15][C:16]([F:25])([C:21]([F:24])([F:23])[F:22])[C:17]([F:20])([F:19])[F:18]. (4) The reactants are: [Cl:1][C:2]1[CH:3]=[C:4]([C:8]2[C:13]3[N:14]=[C:15](N)[S:16][C:12]=3[CH:11]=[C:10]([CH3:18])[C:9]=2[F:19])[CH:5]=[CH:6][CH:7]=1.N(OC(C)(C)C)=O. Given the product [Cl:1][C:2]1[CH:3]=[C:4]([C:8]2[C:13]3[N:14]=[CH:15][S:16][C:12]=3[CH:11]=[C:10]([CH3:18])[C:9]=2[F:19])[CH:5]=[CH:6][CH:7]=1, predict the reactants needed to synthesize it.